From a dataset of Forward reaction prediction with 1.9M reactions from USPTO patents (1976-2016). Predict the product of the given reaction. (1) Given the reactants Br[C:2]1[C:3]2[N:4]([N:8]=[C:9]([Cl:11])[N:10]=2)[CH:5]=[CH:6][CH:7]=1.[CH:12]([O:15][C:16]1[CH:21]=[CH:20][CH:19]=[CH:18][C:17]=1B(O)O)([CH3:14])[CH3:13].C(OC(N1CCC2C=CC(N)=CC=2CC1)=O)(C)(C)C.C1(P(C2CCCCC2)C2C=CC=CC=2C2C=CC=CC=2P(C2CCCCC2)C2CCCCC2)CCCCC1, predict the reaction product. The product is: [Cl:11][C:9]1[N:10]=[C:3]2[C:2]([C:17]3[CH:18]=[CH:19][CH:20]=[CH:21][C:16]=3[O:15][CH:12]([CH3:14])[CH3:13])=[CH:7][CH:6]=[CH:5][N:4]2[N:8]=1. (2) Given the reactants [C:1]1([CH3:13])[CH:6]=[CH:5][CH:4]=[CH:3][C:2]=1[C:7]1[N:11]=[C:10]([NH2:12])[NH:9][N:8]=1.[NH:14]1[C:18]2[CH:19]=[CH:20][C:21]([C:23](=O)[CH2:24][C:25](OCC)=[O:26])=[CH:22][C:17]=2[N:16]=[N:15]1.CC1C=CC(S(O)(=O)=O)=CC=1, predict the reaction product. The product is: [NH:16]1[C:17]2[CH:22]=[C:21]([C:23]3[NH:12][C:10]4[N:9]([N:8]=[C:7]([C:2]5[CH:3]=[CH:4][CH:5]=[CH:6][C:1]=5[CH3:13])[N:11]=4)[C:25](=[O:26])[CH:24]=3)[CH:20]=[CH:19][C:18]=2[N:14]=[N:15]1. (3) Given the reactants [NH2:1][C:2]1[CH:3]=[N:4][N:5]([C:7]2[C:12]([NH:13][S:14]([C:17]3[CH:22]=[CH:21][C:20]([C:23]([CH3:26])([CH3:25])[CH3:24])=[CH:19][CH:18]=3)(=[O:16])=[O:15])=[CH:11][C:10]([Cl:27])=[CH:9][N:8]=2)[CH:6]=1.[C:28](Cl)(=[O:30])[CH3:29].C(N(CC)CC)C, predict the reaction product. The product is: [C:23]([C:20]1[CH:21]=[CH:22][C:17]([S:14]([NH:13][C:12]2[C:7]([N:5]3[CH:6]=[C:2]([NH:1][C:28](=[O:30])[CH3:29])[CH:3]=[N:4]3)=[N:8][CH:9]=[C:10]([Cl:27])[CH:11]=2)(=[O:15])=[O:16])=[CH:18][CH:19]=1)([CH3:24])([CH3:26])[CH3:25]. (4) The product is: [F:35][C:7]1[CH:6]=[C:5]([CH:10]=[CH:9][C:8]=1[NH:11][C:12]1[C:13]([F:34])=[C:14]([N:18]2[CH2:23][CH2:22][CH:21]([C:24]3[O:33][N:32]=[C:27]([C:28]([F:31])([CH3:30])[CH3:29])[N:26]=3)[CH2:20][CH2:19]2)[N:15]=[CH:16][N:17]=1)[C:3]([N:2]([CH3:36])[CH3:1])=[O:4]. Given the reactants [CH3:1][N:2]([CH3:36])[C:3]([C:5]1[CH:10]=[CH:9][C:8]([NH:11][C:12]2[N:17]=[CH:16][N:15]=[C:14]([N:18]3[CH2:23][CH2:22][CH:21]([C:24]([NH:26]/[C:27](=[N:32]/[OH:33])/[C:28]([F:31])([CH3:30])[CH3:29])=O)[CH2:20][CH2:19]3)[C:13]=2[F:34])=[C:7]([F:35])[CH:6]=1)=[O:4].CC(N(C)C)=O, predict the reaction product. (5) The product is: [CH2:11]=[CH:10][C:9]#[N:12].[CH2:1]=[CH:2][C:3]1[CH:8]=[CH:7][CH:6]=[CH:5][CH:4]=1. Given the reactants [CH2:1]=[CH:2][C:3]1[CH:8]=[CH:7][CH:6]=[CH:5][CH:4]=1.[C:9](#[N:12])[CH:10]=[CH2:11].CCCCCCCC(OOC(C)(C)C)=O, predict the reaction product. (6) Given the reactants [OH:1][C:2]1[C:9]([CH3:10])=[C:8]([CH3:11])[C:5]([CH:6]=[O:7])=[C:4]([CH3:12])[C:3]=1[CH3:13].[H-].[Na+].[F:16][C:17]1[CH:24]=[CH:23][C:20]([CH2:21]Br)=[CH:19][CH:18]=1.Cl, predict the reaction product. The product is: [F:16][C:17]1[CH:24]=[CH:23][C:20]([CH2:21][O:1][C:2]2[C:3]([CH3:13])=[C:4]([CH3:12])[C:5]([CH:6]=[O:7])=[C:8]([CH3:11])[C:9]=2[CH3:10])=[CH:19][CH:18]=1.